This data is from NCI-60 drug combinations with 297,098 pairs across 59 cell lines. The task is: Regression. Given two drug SMILES strings and cell line genomic features, predict the synergy score measuring deviation from expected non-interaction effect. (1) Drug 1: COC1=NC(=NC2=C1N=CN2C3C(C(C(O3)CO)O)O)N. Cell line: RPMI-8226. Synergy scores: CSS=15.0, Synergy_ZIP=-3.71, Synergy_Bliss=2.00, Synergy_Loewe=9.55, Synergy_HSA=2.77. Drug 2: CN(C(=O)NC(C=O)C(C(C(CO)O)O)O)N=O. (2) Drug 1: C1CCC(C1)C(CC#N)N2C=C(C=N2)C3=C4C=CNC4=NC=N3. Drug 2: C1CC(=O)NC(=O)C1N2CC3=C(C2=O)C=CC=C3N. Cell line: UO-31. Synergy scores: CSS=8.68, Synergy_ZIP=-4.46, Synergy_Bliss=-5.02, Synergy_Loewe=-16.6, Synergy_HSA=-5.27.